This data is from Full USPTO retrosynthesis dataset with 1.9M reactions from patents (1976-2016). The task is: Predict the reactants needed to synthesize the given product. (1) Given the product [CH2:2]([N:8]1[C:9]2[C:10](=[CH:11][CH:12]=[CH:13][CH:14]=2)[N:15]=[C:28]([C:24]2[S:23][CH:27]=[CH:26][CH:25]=2)[C:29]1=[O:30])[CH:3]1[O:7][CH2:6][CH2:5][CH2:4]1, predict the reactants needed to synthesize it. The reactants are: Cl.[CH2:2]([NH:8][C:9]1[CH:14]=[CH:13][CH:12]=[CH:11][C:10]=1[NH2:15])[CH:3]1[O:7][CH2:6][CH2:5][CH2:4]1.C(N(CC)CC)C.[S:23]1[CH:27]=[CH:26][CH:25]=[C:24]1[C:28](=O)[C:29](OCC)=[O:30]. (2) Given the product [CH3:50][N:30]([CH3:29])[CH2:31][CH2:32][CH:33]([O:39][C:40]1[C:49]2[C:44](=[CH:45][CH:46]=[CH:47][CH:48]=2)[CH:43]=[CH:42][CH:41]=1)[C:34]1[S:35][CH:36]=[CH:37][CH:38]=1, predict the reactants needed to synthesize it. The reactants are: C1(C)C=CC(C([C@@](C(O)=O)(O)[C@@](C(C2C=CC(C)=CC=2)=O)(O)C(O)=O)=O)=CC=1.[CH3:29][N:30]([CH3:50])[CH2:31][CH2:32][C@H:33]([O:39][C:40]1[C:49]2[C:44](=[CH:45][CH:46]=[CH:47][CH:48]=2)[CH:43]=[CH:42][CH:41]=1)[C:34]1[S:35][CH:36]=[CH:37][CH:38]=1.CN(C)CC[C@@H](OC1C2C(=CC=CC=2)C=CC=1)C1SC=CC=1. (3) The reactants are: Cl[C:2]1[N:7]=[C:6]([CH3:8])[N:5]=[C:4]([N:9]2[CH2:14][CH2:13][N:12]([CH2:15][CH2:16][OH:17])[CH2:11][CH2:10]2)[CH:3]=1.[NH2:18][C:19]1[S:20][C:21]([C:24]([O:26][CH3:27])=[O:25])=[CH:22][N:23]=1.C(=O)([O-])[O-].[Cs+].[Cs+].C1C=CC(P(C2C(C3C(P(C4C=CC=CC=4)C4C=CC=CC=4)=CC=C4C=3C=CC=C4)=C3C(C=CC=C3)=CC=2)C2C=CC=CC=2)=CC=1.Cl. Given the product [OH:17][CH2:16][CH2:15][N:12]1[CH2:13][CH2:14][N:9]([C:4]2[N:5]=[C:6]([CH3:8])[N:7]=[C:2]([NH:18][C:19]3[S:20][C:21]([C:24]([O:26][CH3:27])=[O:25])=[CH:22][N:23]=3)[CH:3]=2)[CH2:10][CH2:11]1, predict the reactants needed to synthesize it. (4) Given the product [Br:19][C:20]1[C:39]([F:40])=[CH:38][C:23]2[O:24][C:25]3[CH:37]=[CH:36][CH:35]=[CH:34][C:26]=3[C@H:27]3[C@H:32]([NH2:33])[CH2:31][CH2:30][CH2:29][N:28]3[C:22]=2[CH:21]=1, predict the reactants needed to synthesize it. The reactants are: [OH-].[Na+].OP1(=O)O[C@@H](C2C=CC=CC=2)C(C)(C)CO1.[Br:19][C:20]1[C:39]([F:40])=[CH:38][C:23]2[O:24][C:25]3[CH:37]=[CH:36][CH:35]=[CH:34][C:26]=3[C@H:27]3[C@H:32]([NH2:33])[CH2:31][CH2:30][CH2:29][N:28]3[C:22]=2[CH:21]=1. (5) Given the product [N+:40]([C:37]1[CH:38]=[CH:39][C:34]([O:33][C:31]([O:22][C@H:19]2[C@H:16]3[O:17][CH2:18][C@@H:14]([O:13][C:11]([N:8]4[CH2:7][CH2:6][CH:5]([O:4][N+:1]([O-:3])=[O:2])[CH2:10][CH2:9]4)=[O:12])[C@H:15]3[O:21][CH2:20]2)=[O:32])=[CH:35][CH:36]=1)([O-:42])=[O:41], predict the reactants needed to synthesize it. The reactants are: [N+:1]([O:4][CH:5]1[CH2:10][CH2:9][N:8]([C:11]([O:13][C@@H:14]2[CH2:18][O:17][C@@H:16]3[C@H:19]([OH:22])[CH2:20][O:21][C@H:15]23)=[O:12])[CH2:7][CH2:6]1)([O-:3])=[O:2].CCN(CC)CC.Cl[C:31]([O:33][C:34]1[CH:39]=[CH:38][C:37]([N+:40]([O-:42])=[O:41])=[CH:36][CH:35]=1)=[O:32]. (6) Given the product [CH2:1]([O:4][C:5](=[O:24])[NH:6][C:7]1[CH:12]=[CH:11][CH:10]=[C:9]([C:13]2[N:40]=[C:39]([N:33]3[CH2:38][CH2:37][O:36][CH2:35][CH2:34]3)[S:41][C:14]=2[C:15]2[CH:20]=[CH:19][N:18]=[C:17]([Cl:21])[N:16]=2)[C:8]=1[Cl:23])[CH:2]=[CH2:3], predict the reactants needed to synthesize it. The reactants are: [CH2:1]([O:4][C:5](=[O:24])[NH:6][C:7]1[CH:12]=[CH:11][CH:10]=[C:9]([C:13](=O)[CH2:14][C:15]2[CH:20]=[CH:19][N:18]=[C:17]([Cl:21])[N:16]=2)[C:8]=1[Cl:23])[CH:2]=[CH2:3].C1C(=O)N(Br)C(=O)C1.[N:33]1([C:39](=[S:41])[NH2:40])[CH2:38][CH2:37][O:36][CH2:35][CH2:34]1. (7) Given the product [OH:25][CH2:24][CH2:23][C@H:22]([NH:21][C:18]([C:5]1[CH:6]=[C:7]([C:10]2[CH:15]=[CH:14][CH:13]=[C:12]([O:16][CH3:17])[CH:11]=2)[CH:8]=[CH:9][C:4]=1[O:3][CH2:1][CH3:2])=[O:20])[CH2:26][C:27]1[C:35]2[C:30](=[CH:31][CH:32]=[CH:33][CH:34]=2)[NH:29][CH:28]=1, predict the reactants needed to synthesize it. The reactants are: [CH2:1]([O:3][C:4]1[CH:9]=[CH:8][C:7]([C:10]2[CH:15]=[CH:14][CH:13]=[C:12]([O:16][CH3:17])[CH:11]=2)=[CH:6][C:5]=1[C:18]([OH:20])=O)[CH3:2].[NH2:21][C@H:22]([CH2:26][C:27]1[C:35]2[C:30](=[CH:31][CH:32]=[CH:33][CH:34]=2)[NH:29][CH:28]=1)[CH2:23][CH2:24][OH:25].C1C=C2N=NN(O)C2=CC=1.O.C(Cl)CCl. (8) Given the product [C:1]([O:5][C:6](=[O:33])[CH2:7][O:8][C:9]1[CH:18]=[CH:17][C:16]([Cl:19])=[C:15]2[C:10]=1[C:11]([CH3:32])=[C:12]([CH2:24][C:25]1[CH:30]=[CH:29][C:28]([C:40]3[CH:39]=[N:38][N:37]([CH:34]([CH3:36])[CH3:35])[CH:41]=3)=[CH:27][CH:26]=1)[C:13]([O:20][CH:21]([F:23])[F:22])=[N:14]2)([CH3:4])([CH3:3])[CH3:2], predict the reactants needed to synthesize it. The reactants are: [C:1]([O:5][C:6](=[O:33])[CH2:7][O:8][C:9]1[CH:18]=[CH:17][C:16]([Cl:19])=[C:15]2[C:10]=1[C:11]([CH3:32])=[C:12]([CH2:24][C:25]1[CH:30]=[CH:29][C:28](Br)=[CH:27][CH:26]=1)[C:13]([O:20][CH:21]([F:23])[F:22])=[N:14]2)([CH3:4])([CH3:3])[CH3:2].[CH:34]([N:37]1[CH:41]=[C:40](B2OC(C)(C)C(C)(C)O2)[CH:39]=[N:38]1)([CH3:36])[CH3:35]. (9) Given the product [F:29][C:6]1[CH:7]=[CH:2][CH:3]=[CH:4][C:5]=1[NH:8][C:9]([NH:11][C:12]1[CH:17]=[CH:16][CH:15]=[C:14]([C:18]2[CH:23]=[CH:22][CH:21]=[C:20]([N:24]3[CH2:28][CH2:27][CH2:26][CH2:25]3)[N:19]=2)[CH:13]=1)=[O:10], predict the reactants needed to synthesize it. The reactants are: Cl[C:2]1[CH:7]=[CH:6][C:5]([NH:8][C:9]([NH:11][C:12]2[CH:17]=[CH:16][CH:15]=[C:14]([C:18]3[CH:23]=[CH:22][CH:21]=[C:20]([N:24]4[CH2:28][CH2:27][CH2:26][CH2:25]4)[N:19]=3)[CH:13]=2)=[O:10])=[CH:4][CH:3]=1.[F:29]C1C=CC=CC=1N.CCN(C(C)C)C(C)C. (10) Given the product [C:20]1([C:17]2[O:16][C:15]([CH:2]=[CH:3][C:4]3[CH:5]=[C:6]([CH:10]=[CH:11][C:12]([OH:14])=[O:13])[CH:7]=[CH:8][CH:9]=3)=[CH:19][CH:18]=2)[CH:21]=[CH:22][CH:23]=[CH:24][CH:25]=1, predict the reactants needed to synthesize it. The reactants are: O[CH:2]([C:15]1[O:16][C:17]([C:20]2[CH:25]=[CH:24][CH:23]=[CH:22][CH:21]=2)=[CH:18][CH:19]=1)[CH2:3][C:4]1[CH:5]=[C:6]([CH:10]=[CH:11][C:12]([OH:14])=[O:13])[CH:7]=[CH:8][CH:9]=1.CS(Cl)(=O)=O.C(N(CC)CC)C.